From a dataset of Reaction yield outcomes from USPTO patents with 853,638 reactions. Predict the reaction yield, written as a fraction of the theoretical maximum amount of product (1.0 means a 100% yield; for example, 0.34 means a 34% yield). (1) The reactants are [Cr](Cl)([O-])(=O)=O.[NH+]1C=CC=CC=1.C([O-])(=O)C.[Na+].[CH3:17][C:18]1[CH:19]=[CH:20][C:21]2[N:22]([C:24]([CH2:34][CH:35]([C:37]3[S:38][CH:39]=[CH:40][CH:41]=3)[OH:36])=[C:25]([C:27]3[CH:32]=[CH:31][C:30]([CH3:33])=[CH:29][CH:28]=3)[N:26]=2)[CH:23]=1.O. The catalyst is ClCCl. The product is [CH3:17][C:18]1[CH:19]=[CH:20][C:21]2[N:22]([C:24]([CH2:34][C:35]([C:37]3[S:38][CH:39]=[CH:40][CH:41]=3)=[O:36])=[C:25]([C:27]3[CH:28]=[CH:29][C:30]([CH3:33])=[CH:31][CH:32]=3)[N:26]=2)[CH:23]=1. The yield is 0.360. (2) The reactants are [NH2:1][C:2]1[S:3][CH:4]=[C:5]([CH2:7][NH:8][C:9]2[N:14]=[C:13]([CH3:15])[N:12]=[C:11]([NH:16][NH:17][C:18](=[O:37])[C@H:19]([CH2:31][CH:32]3[CH2:36][CH2:35][CH2:34][CH2:33]3)[CH2:20][N:21]([O:24]C3CCCCO3)[CH:22]=[O:23])[C:10]=2[F:38])[N:6]=1.CC(O)=O. The catalyst is O. The product is [NH2:1][C:2]1[S:3][CH:4]=[C:5]([CH2:7][NH:8][C:9]2[N:14]=[C:13]([CH3:15])[N:12]=[C:11]([NH:16][NH:17][C:18](=[O:37])[C@H:19]([CH2:31][CH:32]3[CH2:36][CH2:35][CH2:34][CH2:33]3)[CH2:20][N:21]([OH:24])[CH:22]=[O:23])[C:10]=2[F:38])[N:6]=1. The yield is 0.180.